This data is from Peptide-MHC class I binding affinity with 185,985 pairs from IEDB/IMGT. The task is: Regression. Given a peptide amino acid sequence and an MHC pseudo amino acid sequence, predict their binding affinity value. This is MHC class I binding data. (1) The peptide sequence is GMKRSFYVY. The MHC is HLA-A03:01 with pseudo-sequence HLA-A03:01. The binding affinity (normalized) is 0.221. (2) The peptide sequence is SHYSHNPKL. The MHC is HLA-A26:02 with pseudo-sequence HLA-A26:02. The binding affinity (normalized) is 0.0847. (3) The peptide sequence is TFLRPPKV. The MHC is H-2-Dd with pseudo-sequence H-2-Dd. The binding affinity (normalized) is 0. (4) The peptide sequence is FEDQFLPFMS. The binding affinity (normalized) is 0.113. The MHC is HLA-B44:02 with pseudo-sequence HLA-B44:02. (5) The peptide sequence is GFDAWFSQR. The MHC is HLA-A68:01 with pseudo-sequence HLA-A68:01. The binding affinity (normalized) is 0.227. (6) The peptide sequence is AGFVAGLTY. The binding affinity (normalized) is 0.422. The MHC is HLA-A30:02 with pseudo-sequence HLA-A30:02. (7) The peptide sequence is RASTTENAAY. The MHC is HLA-A68:01 with pseudo-sequence HLA-A68:01. The binding affinity (normalized) is 0.220. (8) The peptide sequence is MEVQSLAMST. The MHC is HLA-B45:01 with pseudo-sequence HLA-B45:01. The binding affinity (normalized) is 0.487. (9) The peptide sequence is QYLFSLTYV. The MHC is HLA-A29:02 with pseudo-sequence HLA-A29:02. The binding affinity (normalized) is 0.169. (10) The peptide sequence is WHQARFEEL. The MHC is HLA-A26:03 with pseudo-sequence HLA-A26:03. The binding affinity (normalized) is 0.0847.